Dataset: Full USPTO retrosynthesis dataset with 1.9M reactions from patents (1976-2016). Task: Predict the reactants needed to synthesize the given product. Given the product [CH3:40][N:37]1[CH2:38][CH2:39][N:34]([C:32](=[O:33])[CH2:31][NH:30][C:12]([C:10]2[CH:9]=[CH:8][C:7]3[N:3]([CH2:1][CH3:2])[C:4]([NH:15][C:16]4[S:17][C:18]5[CH:24]=[C:23]([O:25][C:26]([F:28])([F:27])[F:29])[CH:22]=[CH:21][C:19]=5[N:20]=4)=[N:5][C:6]=3[CH:11]=2)=[O:13])[CH2:35][CH2:36]1, predict the reactants needed to synthesize it. The reactants are: [CH2:1]([N:3]1[C:7]2[CH:8]=[CH:9][C:10]([C:12](O)=[O:13])=[CH:11][C:6]=2[N:5]=[C:4]1[NH:15][C:16]1[S:17][C:18]2[CH:24]=[C:23]([O:25][C:26]([F:29])([F:28])[F:27])[CH:22]=[CH:21][C:19]=2[N:20]=1)[CH3:2].[NH2:30][CH2:31][C:32]([N:34]1[CH2:39][CH2:38][N:37]([CH3:40])[CH2:36][CH2:35]1)=[O:33].CN(C(ON1N=NC2C=CC=CC1=2)=[N+](C)C)C.F[P-](F)(F)(F)(F)F.CCN(C(C)C)C(C)C.